This data is from Full USPTO retrosynthesis dataset with 1.9M reactions from patents (1976-2016). The task is: Predict the reactants needed to synthesize the given product. (1) Given the product [S:30]1[C:34]2[CH:35]=[CH:36][CH:37]=[CH:38][C:33]=2[N:32]=[C:31]1[NH:39][C:27]([C:18]1[CH:19]=[CH:20][CH:21]=[C:22]2[C:17]=1[CH2:16][N:15]([C:5]1[N:6]=[C:7]([C:8]([O:10][C:11]([CH3:12])([CH3:14])[CH3:13])=[O:9])[C:2]([Br:1])=[CH:3][CH:4]=1)[CH2:24][C:23]2([CH3:25])[CH3:26])=[O:28], predict the reactants needed to synthesize it. The reactants are: [Br:1][C:2]1[CH:3]=[CH:4][C:5]([N:15]2[CH2:24][C:23]([CH3:26])([CH3:25])[C:22]3[C:17](=[C:18]([C:27](O)=[O:28])[CH:19]=[CH:20][CH:21]=3)[CH2:16]2)=[N:6][C:7]=1[C:8]([O:10][C:11]([CH3:14])([CH3:13])[CH3:12])=[O:9].[S:30]1[C:34]2[CH:35]=[CH:36][CH:37]=[CH:38][C:33]=2[N:32]=[C:31]1[NH2:39].Cl.C(N=C=NCCCN(C)C)C.O.ON1C2C=CC=CC=2N=N1.CN1CCOCC1. (2) The reactants are: [CH:1]1([C:6]2([CH2:14][CH2:15][C:16]3[CH:21]=[CH:20][C:19]([C:22]([CH3:26])([CH3:25])[C:23]#[N:24])=[C:18]([F:27])[CH:17]=3)[CH2:11][C:10](=[O:12])[CH2:9][C:8](=[O:13])[O:7]2)[CH2:5][CH2:4][CH2:3][CH2:2]1.[CH3:28][C:29]1[CH:34]=[C:33]([CH3:35])[N:32]2[N:36]=[C:37]([CH:39]=O)[N:38]=[C:31]2[N:30]=1. Given the product [CH:1]1([C:6]2([CH2:14][CH2:15][C:16]3[CH:21]=[CH:20][C:19]([C:22]([CH3:25])([CH3:26])[C:23]#[N:24])=[C:18]([F:27])[CH:17]=3)[CH2:11][C:10]([OH:12])=[C:9]([CH2:39][C:37]3[N:38]=[C:31]4[N:30]=[C:29]([CH3:28])[CH:34]=[C:33]([CH3:35])[N:32]4[N:36]=3)[C:8](=[O:13])[O:7]2)[CH2:5][CH2:4][CH2:3][CH2:2]1, predict the reactants needed to synthesize it. (3) Given the product [CH:8]1([C:7]2[C:6]([C:13]3[CH:18]=[C:17]([O:19][CH3:20])[CH:16]=[C:15]([O:21][CH3:22])[CH:14]=3)=[C:5]([C:23]3[CH:24]=[CH:25][C:26]([F:29])=[CH:27][CH:28]=3)[C:4]([CH3:30])=[N:3][CH:2]=2)[CH2:9][CH2:10][CH2:11][CH2:12]1, predict the reactants needed to synthesize it. The reactants are: Cl[C:2]1[C:7]([CH:8]2[CH2:12][CH2:11][CH2:10][CH2:9]2)=[C:6]([C:13]2[CH:18]=[C:17]([O:19][CH3:20])[CH:16]=[C:15]([O:21][CH3:22])[CH:14]=2)[C:5]([C:23]2[CH:28]=[CH:27][C:26]([F:29])=[CH:25][CH:24]=2)=[C:4]([CH3:30])[N:3]=1.C(O)C.[H][H]. (4) Given the product [Cl:1][C:2]1[CH:10]=[C:9]2[C:5]([C:6]([C:16]3[N:43]([CH2:42][C:41]4[CH:44]=[CH:45][C:38]([Cl:37])=[CH:39][CH:40]=4)[CH:19]=[N:18][C:20]=3[C:31]3[CH:36]=[CH:35][CH:34]=[CH:33][CH:32]=3)=[C:7]([C:11]([O:13][CH2:14][CH3:15])=[O:12])[NH:8]2)=[CH:4][CH:3]=1, predict the reactants needed to synthesize it. The reactants are: [Cl:1][C:2]1[CH:10]=[C:9]2[C:5]([C:6]([CH:16]=O)=[C:7]([C:11]([O:13][CH2:14][CH3:15])=[O:12])[NH:8]2)=[CH:4][CH:3]=1.[N+:18]([CH:20]([C:31]1[CH:36]=[CH:35][CH:34]=[CH:33][CH:32]=1)S(C1C=CC(C)=CC=1)(=O)=O)#[C-:19].[Cl:37][C:38]1[CH:45]=[CH:44][C:41]([CH2:42][NH2:43])=[CH:40][CH:39]=1.C(N(CC)CC)C. (5) Given the product [Br:15][C:16]1[CH:17]=[C:18]([CH2:19][N:6]2[CH2:5][CH2:4][N:3]([C:8]([O:10][C:11]([CH3:13])([CH3:12])[CH3:14])=[O:9])[C@@H:2]([CH3:1])[CH2:7]2)[CH:21]=[CH:22][CH:23]=1, predict the reactants needed to synthesize it. The reactants are: [CH3:1][C@H:2]1[CH2:7][NH:6][CH2:5][CH2:4][N:3]1[C:8]([O:10][C:11]([CH3:14])([CH3:13])[CH3:12])=[O:9].[Br:15][C:16]1[CH:17]=[C:18]([CH:21]=[CH:22][CH:23]=1)[CH:19]=O.[BH-](OC(C)=O)(OC(C)=O)OC(C)=O.[Na+]. (6) The reactants are: [CH:1]1([C:4]2[CH:9]=[CH:8][N:7]=[CH:6][C:5]=2[N:10]2[CH2:14][CH2:13][NH:12][C:11]2=[O:15])[CH2:3][CH2:2]1.Br[C:17]1[C:18]([F:26])=[CH:19][C:20]2[CH:24]=[CH:23][S:22][C:21]=2[CH:25]=1.CN[C@@H]1CCCC[C@H]1NC.P([O-])([O-])([O-])=O.[K+].[K+].[K+]. Given the product [CH:1]1([C:4]2[CH:9]=[CH:8][N:7]=[CH:6][C:5]=2[N:10]2[CH2:14][CH2:13][N:12]([C:17]3[C:18]([F:26])=[CH:19][C:20]4[CH:24]=[CH:23][S:22][C:21]=4[CH:25]=3)[C:11]2=[O:15])[CH2:3][CH2:2]1, predict the reactants needed to synthesize it.